From a dataset of Reaction yield outcomes from USPTO patents with 853,638 reactions. Predict the reaction yield, written as a fraction of the theoretical maximum amount of product (1.0 means a 100% yield; for example, 0.34 means a 34% yield). (1) The reactants are [CH2:1]([C:8]1[N:9]=[C:10](Cl)[C:11]2[C:19]3[C:14](=[CH:15][C:16]([C:20]([O:22][CH3:23])=[O:21])=[CH:17][CH:18]=3)[NH:13][C:12]=2[N:24]=1)[C:2]1[CH:7]=[CH:6][CH:5]=[CH:4][CH:3]=1.CC1(C)C(C)(C)OB(/[CH:34]=[CH:35]/[CH2:36][CH2:37][N:38]2[CH2:43][CH2:42][CH2:41][CH2:40][CH2:39]2)O1.C(=O)([O-])[O-].[K+].[K+]. The catalyst is C1C=CC([P]([Pd]([P](C2C=CC=CC=2)(C2C=CC=CC=2)C2C=CC=CC=2)([P](C2C=CC=CC=2)(C2C=CC=CC=2)C2C=CC=CC=2)[P](C2C=CC=CC=2)(C2C=CC=CC=2)C2C=CC=CC=2)(C2C=CC=CC=2)C2C=CC=CC=2)=CC=1. The product is [CH2:1]([C:8]1[N:9]=[C:10](/[CH:34]=[CH:35]/[CH2:36][CH2:37][N:38]2[CH2:43][CH2:42][CH2:41][CH2:40][CH2:39]2)[C:11]2[C:19]3[C:14](=[CH:15][C:16]([C:20]([O:22][CH3:23])=[O:21])=[CH:17][CH:18]=3)[NH:13][C:12]=2[N:24]=1)[C:2]1[CH:7]=[CH:6][CH:5]=[CH:4][CH:3]=1. The yield is 0.426. (2) The reactants are [Cl:1][C:2]1[CH:7]=[CH:6][C:5]([C:8]2([OH:35])[CH2:13][CH2:12][N:11]([CH2:14][CH2:15][CH:16]=[C:17]3[C:23]4[CH:24]=[CH:25][CH:26]=[N:27][C:22]=4[CH2:21][O:20][C:19]4[CH:28]=[CH:29][C:30]([OH:32])=[CH:31][C:18]3=4)[CH2:10][C:9]2([CH3:34])[CH3:33])=[CH:4][CH:3]=1.[H-].[Na+].Br[CH2:39][C:40]([O:42][CH3:43])=[O:41]. The catalyst is CN(C)C=O. The product is [CH3:43][O:42][C:40](=[O:41])[CH2:39][O:32][C:30]1[CH:29]=[CH:28][C:19]2[O:20][CH2:21][C:22]3[N:27]=[CH:26][CH:25]=[CH:24][C:23]=3[C:17](=[CH:16][CH2:15][CH2:14][N:11]3[CH2:12][CH2:13][C:8]([C:5]4[CH:6]=[CH:7][C:2]([Cl:1])=[CH:3][CH:4]=4)([OH:35])[C:9]([CH3:33])([CH3:34])[CH2:10]3)[C:18]=2[CH:31]=1. The yield is 0.480.